The task is: Predict the reactants needed to synthesize the given product.. This data is from Full USPTO retrosynthesis dataset with 1.9M reactions from patents (1976-2016). Given the product [OH:37][C:34]1[CH:35]=[CH:36][C:31]([C:7]2[CH:16]=[C:15]3[C:10]([CH:11]=[C:12]([C:17]([O:19][CH3:20])=[O:18])[N:13]=[CH:14]3)=[CH:9][CH:8]=2)=[CH:32][CH:33]=1, predict the reactants needed to synthesize it. The reactants are: FC(F)(F)S(O[C:7]1[CH:16]=[C:15]2[C:10]([CH:11]=[C:12]([C:17]([O:19][CH3:20])=[O:18])[N:13]=[CH:14]2)=[CH:9][CH:8]=1)(=O)=O.CC1(C)C(C)(C)OB([C:31]2[CH:36]=[CH:35][C:34]([OH:37])=[CH:33][CH:32]=2)O1.C([O-])([O-])=O.[Na+].[Na+].